Dataset: Catalyst prediction with 721,799 reactions and 888 catalyst types from USPTO. Task: Predict which catalyst facilitates the given reaction. (1) Reactant: [C:1]([O:5][C:6]([NH:8][C:9]1[CH:14]=[CH:13][C:12]([S:15][C:16]2[CH:24]=[CH:23][C:19]([C:20]([OH:22])=O)=[CH:18][C:17]=2[NH:25][C:26]2[C:27]3[CH:35]=[CH:34][C:33]([CH:36]([CH3:38])[CH3:37])=[N:32][C:28]=3[N:29]=[CH:30][N:31]=2)=[CH:11][CH:10]=1)=[O:7])([CH3:4])([CH3:3])[CH3:2].CN(C(ON1N=NC2C=CC=NC1=2)=[N+](C)C)C.F[P-](F)(F)(F)(F)F.C(N(C(C)C)CC)(C)C.[NH2:72][C:73]1[CH:78]=[CH:77][C:76]([C:79]2[N:80]=[C:81]([C@@H:84]3[CH2:88][CH2:87][CH2:86][N:85]3[C:89](=[O:97])[CH2:90][C:91]3[CH:96]=[CH:95][CH:94]=[CH:93][CH:92]=3)[NH:82][CH:83]=2)=[CH:75][CH:74]=1. Product: [CH:36]([C:33]1[CH:34]=[CH:35][C:27]2[C:26]([NH:25][C:17]3[CH:18]=[C:19]([C:20](=[O:22])[NH:72][C:73]4[CH:78]=[CH:77][C:76]([C:79]5[N:80]=[C:81]([C@@H:84]6[CH2:88][CH2:87][CH2:86][N:85]6[C:89](=[O:97])[CH2:90][C:91]6[CH:96]=[CH:95][CH:94]=[CH:93][CH:92]=6)[NH:82][CH:83]=5)=[CH:75][CH:74]=4)[CH:23]=[CH:24][C:16]=3[S:15][C:12]3[CH:11]=[CH:10][C:9]([NH:8][C:6](=[O:7])[O:5][C:1]([CH3:3])([CH3:4])[CH3:2])=[CH:14][CH:13]=3)=[N:31][CH:30]=[N:29][C:28]=2[N:32]=1)([CH3:37])[CH3:38]. The catalyst class is: 58. (2) Reactant: [CH:1]1([C:6]([C:8]2[CH:13]=[C:12]([O:14][CH3:15])[CH:11]=[CH:10][C:9]=2[OH:16])=[O:7])[CH2:5][CH:4]=[CH:3][CH2:2]1.N1C=CC=CC=1.[F:23][C:24]([F:37])([F:36])[S:25](O[S:25]([C:24]([F:37])([F:36])[F:23])(=[O:27])=[O:26])(=[O:27])=[O:26].Cl. Product: [CH:1]1([C:6]([C:8]2[CH:13]=[C:12]([O:14][CH3:15])[CH:11]=[CH:10][C:9]=2[O:16][S:25]([C:24]([F:37])([F:36])[F:23])(=[O:27])=[O:26])=[O:7])[CH2:2][CH:3]=[CH:4][CH2:5]1. The catalyst class is: 2. (3) The catalyst class is: 631. Reactant: C([O:5][C:6](=[O:26])[CH2:7][N:8]1[C:12]2[CH:13]=[CH:14][CH:15]=[CH:16][C:11]=2[N:10]=[C:9]1[S:17][CH2:18][CH2:19][CH:20]1[CH2:25][CH2:24][CH2:23][CH2:22][CH2:21]1)(C)(C)C. Product: [CH:20]1([CH2:19][CH2:18][S:17][C:9]2[N:8]([CH2:7][C:6]([OH:26])=[O:5])[C:12]3[CH:13]=[CH:14][CH:15]=[CH:16][C:11]=3[N:10]=2)[CH2:25][CH2:24][CH2:23][CH2:22][CH2:21]1. (4) Reactant: C(OC(=O)[NH:7][C:8]1[CH:13]=[C:12]([O:14][CH3:15])[C:11]([N:16]2[CH:20]=[CH:19][CH:18]=[C:17]2[C:21]([CH3:24])([CH3:23])[CH3:22])=[CH:10][C:9]=1[NH:25][C:26](=[O:38])[CH2:27][C:28]([C:30]1[CH:35]=[CH:34][CH:33]=[C:32]([C:36]#[N:37])[CH:31]=1)=O)(C)(C)C.C(O)(C(F)(F)F)=O. Product: [C:21]([C:17]1[N:16]([C:11]2[C:12]([O:14][CH3:15])=[CH:13][C:8]3[N:7]=[C:28]([C:30]4[CH:31]=[C:32]([CH:33]=[CH:34][CH:35]=4)[C:36]#[N:37])[CH2:27][C:26](=[O:38])[NH:25][C:9]=3[CH:10]=2)[CH:20]=[CH:19][CH:18]=1)([CH3:23])([CH3:24])[CH3:22]. The catalyst class is: 2. (5) Reactant: I[C:2]1[CH:7]=[CH:6][C:5]([O:8][CH3:9])=[CH:4][CH:3]=1.Br[C:11]1[CH:16]=[CH:15][C:14]([C:17](=[O:19])[CH3:18])=[CH:13][C:12]=1[N+:20]([O-])=O. Product: [C:17]([C:14]1[CH:15]=[CH:16][C:11]([C:2]2[CH:7]=[CH:6][C:5]([O:8][CH3:9])=[CH:4][CH:3]=2)=[C:12]([NH2:20])[CH:13]=1)(=[O:19])[CH3:18]. The catalyst class is: 536. (6) Reactant: C([O:3][C:4]([C:6]1[S:10][C:9]([C:11]2[CH:16]=[CH:15][C:14]([C:17]([F:20])([F:19])[F:18])=[CH:13][CH:12]=2)=[N:8][C:7]=1[CH2:21][CH2:22][CH2:23][O:24][CH2:25][C:26]1[CH:31]=[CH:30][CH:29]=[CH:28][CH:27]=1)=O)C.[H-].[Al+3].[Li+].[H-].[H-].[H-].C(OCC)(=O)C.[Cl-].[NH4+]. Product: [CH2:25]([O:24][CH2:23][CH2:22][CH2:21][C:7]1[N:8]=[C:9]([C:11]2[CH:12]=[CH:13][C:14]([C:17]([F:18])([F:20])[F:19])=[CH:15][CH:16]=2)[S:10][C:6]=1[CH2:4][OH:3])[C:26]1[CH:27]=[CH:28][CH:29]=[CH:30][CH:31]=1. The catalyst class is: 7.